Dataset: Catalyst prediction with 721,799 reactions and 888 catalyst types from USPTO. Task: Predict which catalyst facilitates the given reaction. (1) Product: [CH3:6][C:5]1[CH:2]=[C:3]([NH2:4])[N:7]([C:9]2[CH:14]=[CH:13][CH:12]=[C:11]([CH3:15])[N:10]=2)[N:8]=1. Reactant: N/[C:2](=[CH:5]\[CH3:6])/[C:3]#[N:4].[NH:7]([C:9]1[CH:14]=[CH:13][CH:12]=[C:11]([CH3:15])[N:10]=1)[NH2:8].C(O)(=O)C. The catalyst class is: 8. (2) Reactant: Cl[C:2]1[N:11]=[C:10]([NH:12][CH:13]([CH3:15])[CH3:14])[C:9]2[C:8](=[O:16])[N:7]([CH3:17])[CH:6]=[N:5][C:4]=2[CH:3]=1.CC1(C)C(C)(C)OB([C:26]2[CH:31]=[CH:30][C:29]([NH:32][CH2:33][CH2:34][N:35]3[CH2:40][CH2:39][O:38][CH2:37][CH2:36]3)=[C:28]([S:41]([CH3:44])(=[O:43])=[O:42])[CH:27]=2)O1.C([O-])([O-])=O.[Na+].[Na+].C(#N)C. Product: [O:38]1[CH2:37][CH2:36][N:35]([CH2:34][CH2:33][NH:32][C:29]2[CH:30]=[CH:31][C:26]([C:2]3[N:11]=[C:10]([NH:12][CH:13]([CH3:15])[CH3:14])[C:9]4[C:8](=[O:16])[N:7]([CH3:17])[CH:6]=[N:5][C:4]=4[CH:3]=3)=[CH:27][C:28]=2[S:41]([CH3:44])(=[O:42])=[O:43])[CH2:40][CH2:39]1. The catalyst class is: 103. (3) Reactant: CC1(C)C(C)(C)[O:5][B:4]([C:9]2[CH:10]=[C:11]3[C:15](=[CH:16][CH:17]=2)[CH2:14][CH:13]([C:18]([O:20][CH2:21][CH3:22])=[O:19])[CH2:12]3)[O:3]1.CC([O-])=O.[NH4+].CC(C)=O. Product: [CH2:21]([O:20][C:18]([CH:13]1[CH2:12][C:11]2[C:15](=[CH:16][CH:17]=[C:9]([B:4]([OH:5])[OH:3])[CH:10]=2)[CH2:14]1)=[O:19])[CH3:22]. The catalyst class is: 6. (4) Reactant: B(F)(F)F.CSC.[C:8]([C:11]1[CH:16]=[CH:15][CH:14]=[CH:13][C:12]=1[C:17]1[CH:22]=[CH:21][C:20]([C:23]2[C:24]([C:31]3[CH:36]=[C:35]([CH3:37])[CH:34]=[C:33]([O:38]C)[CH:32]=3)=[N:25][N:26]([CH2:28][C:29]#[N:30])[CH:27]=2)=[CH:19][N:18]=1)(=[O:10])[CH3:9]. Product: [C:8]([C:11]1[CH:16]=[CH:15][CH:14]=[CH:13][C:12]=1[C:17]1[CH:22]=[CH:21][C:20]([C:23]2[C:24]([C:31]3[CH:36]=[C:35]([CH3:37])[CH:34]=[C:33]([OH:38])[CH:32]=3)=[N:25][N:26]([CH2:28][C:29]#[N:30])[CH:27]=2)=[CH:19][N:18]=1)(=[O:10])[CH3:9]. The catalyst class is: 4. (5) Reactant: [Cl:1][C:2]1[CH:9]=[C:8](B2OC(C)(C)C(C)(C)O2)[CH:7]=[CH:6][C:3]=1[C:4]#[N:5].Br[C:20]1[CH:27]=[N:26][CH:25]=[CH:24][C:21]=1[CH:22]=[O:23].C(=O)([O-])[O-].[Na+].[Na+]. Product: [Cl:1][C:2]1[CH:9]=[C:8]([C:24]2[CH:25]=[N:26][CH:27]=[CH:20][C:21]=2[CH:22]=[O:23])[CH:7]=[CH:6][C:3]=1[C:4]#[N:5]. The catalyst class is: 233. (6) Reactant: [CH:1]1([C:4]([N:6]2[CH2:11][CH2:10][N:9]([C:12]([C:14]3[CH:15]=[C:16]([C:20]4[O:21][C:22]5[C:28]([C:29]([O:31]C)=O)=[CH:27][CH:26]=[CH:25][C:23]=5[N:24]=4)[CH:17]=[CH:18][CH:19]=3)=[O:13])[CH2:8][CH2:7]2)=[O:5])[CH2:3][CH2:2]1.[NH4+:33]. Product: [CH:1]1([C:4]([N:6]2[CH2:11][CH2:10][N:9]([C:12]([C:14]3[CH:15]=[C:16]([C:20]4[O:21][C:22]5[C:28]([C:29]([NH2:33])=[O:31])=[CH:27][CH:26]=[CH:25][C:23]=5[N:24]=4)[CH:17]=[CH:18][CH:19]=3)=[O:13])[CH2:8][CH2:7]2)=[O:5])[CH2:3][CH2:2]1. The catalyst class is: 5. (7) Reactant: [CH:1]([C:3]1[CH:8]=[CH:7][N:6]=[CH:5][CH:4]=1)=[CH2:2].[CH3:9][N:10]1[CH2:15][CH2:14][NH:13][CH2:12][CH2:11]1.C(O)(=O)C.[OH-].[Na+]. Product: [CH3:9][N:10]1[CH2:15][CH2:14][N:13]([CH2:2][CH2:1][C:3]2[CH:8]=[CH:7][N:6]=[CH:5][CH:4]=2)[CH2:12][CH2:11]1. The catalyst class is: 8. (8) Reactant: [Na+].[NH2:2][C:3]1[C:11]([N+:12]([O-:14])=[O:13])=[CH:10][CH:9]=[CH:8][C:4]=1[C:5]([O-:7])=O.[CH3:15][N:16]1[CH2:21][CH2:20][N:19]([CH2:22][CH2:23][C:24]2[CH:29]=[CH:28][C:27]([NH2:30])=[CH:26][CH:25]=2)[CH2:18][CH2:17]1.CN(C(ON1N=NC2C=CC=NC1=2)=[N+](C)C)C.F[P-](F)(F)(F)(F)F.CCN(C(C)C)C(C)C. The catalyst class is: 3. Product: [NH2:2][C:3]1[C:11]([N+:12]([O-:14])=[O:13])=[CH:10][CH:9]=[CH:8][C:4]=1[C:5]([NH:30][C:27]1[CH:28]=[CH:29][C:24]([CH2:23][CH2:22][N:19]2[CH2:18][CH2:17][N:16]([CH3:15])[CH2:21][CH2:20]2)=[CH:25][CH:26]=1)=[O:7]. (9) Reactant: [C@H:1]1([NH2:11])[C:10]2[C:5](=[CH:6][CH:7]=[CH:8][CH:9]=2)[CH2:4][CH2:3][CH2:2]1.[C:12](Cl)(=[O:22])[C:13]1[C:14](=[CH:18][CH:19]=[CH:20][CH:21]=1)[C:15](Cl)=[O:16]. Product: [C@H:1]1([N:11]2[C:15](=[O:16])[C:14]3[C:13](=[CH:21][CH:20]=[CH:19][CH:18]=3)[C:12]2=[O:22])[C:10]2[C:5](=[CH:6][CH:7]=[CH:8][CH:9]=2)[CH2:4][CH2:3][CH2:2]1. The catalyst class is: 76. (10) Reactant: [CH2:1]([N:7]1[C:15](=[O:16])[C:14]2[C:9](=[CH:10][CH:11]=[CH:12][CH:13]=2)[C:8]1=[O:17])[CH2:2][CH2:3][CH2:4][CH:5]=[CH2:6].C(O)/C=C\[CH2:21][OH:22]. Product: [OH:22][CH2:21][CH:6]=[CH:5][CH2:4][CH2:3][CH2:2][CH2:1][N:7]1[C:8](=[O:17])[C:9]2[C:14](=[CH:13][CH:12]=[CH:11][CH:10]=2)[C:15]1=[O:16]. The catalyst class is: 7.